Dataset: hERG potassium channel inhibition data for cardiac toxicity prediction from Karim et al.. Task: Regression/Classification. Given a drug SMILES string, predict its toxicity properties. Task type varies by dataset: regression for continuous values (e.g., LD50, hERG inhibition percentage) or binary classification for toxic/non-toxic outcomes (e.g., AMES mutagenicity, cardiotoxicity, hepatotoxicity). Dataset: herg_karim. (1) The drug is CN1CCC[C@H]1Cn1nc(Cc2ccc(Cl)cc2)c2nccnc2c1=O. The result is 1 (blocker). (2) The molecule is Cn1c(SCCCN2CC[C@]3(C[C@@H]3c3ccc(C(F)(F)F)cc3)C2)nnc1-c1ccnnc1. The result is 1 (blocker). (3) The compound is O=c1c2ccccc2nc(-c2ccc(OCCCN3CCCCC3)cc2)n1-c1ccccc1. The result is 1 (blocker). (4) The molecule is Nc1ccc(-c2cccs2)cc1NC(=O)c1ccc(N2CCC3(CC2)CCN(c2ncccn2)C3)nc1. The result is 1 (blocker).